Dataset: Catalyst prediction with 721,799 reactions and 888 catalyst types from USPTO. Task: Predict which catalyst facilitates the given reaction. (1) Reactant: Br[C:2]1[C:3]([O:18][CH3:19])=[C:4]2[C:8](=[C:9]([F:11])[CH:10]=1)[N:7]([CH3:12])[CH:6]=[C:5]2[CH:13]([CH3:17])[C:14]([NH2:16])=O.[H-].[H-].[H-].[H-].[Li+].[Al+3]. Product: [F:11][C:9]1[CH:10]=[CH:2][C:3]([O:18][CH3:19])=[C:4]2[C:8]=1[N:7]([CH3:12])[CH:6]=[C:5]2[CH:13]([CH3:17])[CH2:14][NH2:16]. The catalyst class is: 1. (2) Reactant: [Cl:1][C:2]1[CH:3]=[CH:4][C:5]2[C:6]3[N:25]=[C:24]4[C:19]([CH:20]=[CH:21][CH:22]=[CH:23]4)=[C:8]4[CH:9]=[C:10]([O:17]C)[CH:11]=[C:12]([N:13]([CH3:16])[C:14]=2[CH:15]=1)[C:7]=34.ClC1C=CC2C3N=C4C(C=CC=C4)=C4C=C(OC)C=C(NC=2C=1)C=34.[Cl-].[Al+3].[Cl-].[Cl-]. Product: [Cl:1][C:2]1[CH:3]=[CH:4][C:5]2[C:6]3[N:25]=[C:24]4[C:19]([CH:20]=[CH:21][CH:22]=[CH:23]4)=[C:8]4[CH:9]=[C:10]([OH:17])[CH:11]=[C:12]([N:13]([CH3:16])[C:14]=2[CH:15]=1)[C:7]=34. The catalyst class is: 48. (3) Reactant: C1N=CN(C(N2C=NC=C2)=O)C=1.[Br:13][C:14]1[CH:15]=[C:16]([CH:20]=[CH:21][C:22]=1[CH2:23][CH2:24][NH:25][C:26]([C:28]1[CH:33]=[CH:32][C:31]([C:34]2[CH:39]=[CH:38][C:37]([Cl:40])=[CH:36][CH:35]=2)=[CH:30][CH:29]=1)=[O:27])[C:17](O)=[O:18].[BH4-].[Na+].OS([O-])(=O)=O.[K+]. Product: [Br:13][C:14]1[CH:15]=[C:16]([CH2:17][OH:18])[CH:20]=[CH:21][C:22]=1[CH2:23][CH2:24][NH:25][C:26]([C:28]1[CH:33]=[CH:32][C:31]([C:34]2[CH:35]=[CH:36][C:37]([Cl:40])=[CH:38][CH:39]=2)=[CH:30][CH:29]=1)=[O:27]. The catalyst class is: 18.